Task: Predict the product of the given reaction.. Dataset: Forward reaction prediction with 1.9M reactions from USPTO patents (1976-2016) (1) Given the reactants [S:1]1[CH:5]=[CH:4][C:3]([CH2:6][NH:7][CH2:8][CH2:9][C:10]([O:12]CC)=[O:11])=[CH:2]1.C(=O)(O)[O-].[Na+].Cl[C:21]([O:23][CH2:24][CH3:25])=[O:22].[OH-].[K+], predict the reaction product. The product is: [CH2:24]([O:23][C:21]([N:7]([CH2:6][C:3]1[CH:4]=[CH:5][S:1][CH:2]=1)[CH2:8][CH2:9][C:10]([OH:12])=[O:11])=[O:22])[CH3:25]. (2) Given the reactants F[C:2]1[CH:3]=[C:4]([CH:8]2[CH2:17][C:16]3[C:11](=[CH:12][C:13]([OH:18])=[CH:14][CH:15]=3)[O:10][CH2:9]2)[CH:5]=[CH:6][CH:7]=1.OC1C=C2C(C(=O)C(C3C=CC=CC=3)=CO2)=CC=1, predict the reaction product. The product is: [C:4]1([CH:8]2[CH2:17][C:16]3[C:11](=[CH:12][C:13]([OH:18])=[CH:14][CH:15]=3)[O:10][CH2:9]2)[CH:5]=[CH:6][CH:7]=[CH:2][CH:3]=1.